Dataset: Full USPTO retrosynthesis dataset with 1.9M reactions from patents (1976-2016). Task: Predict the reactants needed to synthesize the given product. (1) Given the product [O:1]1[C:5]2[CH:6]=[CH:7][C:8]([C:10]3([CH2:15][NH:16][C:26]([C:18]4[O:17][C:21]5[CH:22]=[CH:23][CH:24]=[CH:25][C:20]=5[CH:19]=4)=[O:27])[CH2:14][CH2:13][CH2:12][CH2:11]3)=[CH:9][C:4]=2[O:3][CH2:2]1, predict the reactants needed to synthesize it. The reactants are: [O:1]1[C:5]2[CH:6]=[CH:7][C:8]([C:10]3([CH2:15][NH2:16])[CH2:14][CH2:13][CH2:12][CH2:11]3)=[CH:9][C:4]=2[O:3][CH2:2]1.[O:17]1[C:21]2[CH:22]=[CH:23][CH:24]=[CH:25][C:20]=2[CH:19]=[C:18]1[C:26](Cl)=[O:27].C(N(CC)CC)C. (2) Given the product [CH2:1]([O:8][C:9]1[CH:10]=[C:11]([CH2:15][CH2:16][NH:17][C:20](=[O:21])[O:22][C:23]([CH3:26])([CH3:25])[CH3:24])[CH:12]=[CH:13][CH:14]=1)[C:2]1[CH:3]=[CH:4][CH:5]=[CH:6][CH:7]=1, predict the reactants needed to synthesize it. The reactants are: [CH2:1]([O:8][C:9]1[CH:10]=[C:11]([CH2:15][CH2:16][NH2:17])[CH:12]=[CH:13][CH:14]=1)[C:2]1[CH:7]=[CH:6][CH:5]=[CH:4][CH:3]=1.[OH-].[Na+].[C:20](O[C:20]([O:22][C:23]([CH3:26])([CH3:25])[CH3:24])=[O:21])([O:22][C:23]([CH3:26])([CH3:25])[CH3:24])=[O:21]. (3) The reactants are: [CH2:1]([CH:3]1[O:5][CH2:4]1)Cl.[OH-:6].[K+].S([O-])([O-])(=O)=O.[Na+].[Na+]. Given the product [CH2:1]([O:6][CH2:1][CH:3]1[O:5][CH2:4]1)[CH:3]1[O:5][CH2:4]1, predict the reactants needed to synthesize it. (4) Given the product [CH3:59][C:57]1[N:56]=[CH:55][N:54]=[C:53]([C:2]2[CH:3]=[C:4]3[C:8](=[CH:9][CH:10]=2)[C@H:7]([N:11]2[CH2:12][C:13]4([CH2:19][CH2:18][N:17]([C:20]([O:22][C:23]([CH3:25])([CH3:24])[CH3:26])=[O:21])[CH2:16][CH2:15]4)[CH2:14]2)[CH2:6][CH2:5]3)[CH:58]=1, predict the reactants needed to synthesize it. The reactants are: Br[C:2]1[CH:3]=[C:4]2[C:8](=[CH:9][CH:10]=1)[C@H:7]([N:11]1[CH2:14][C:13]3([CH2:19][CH2:18][N:17]([C:20]([O:22][C:23]([CH3:26])([CH3:25])[CH3:24])=[O:21])[CH2:16][CH2:15]3)[CH2:12]1)[CH2:6][CH2:5]2.C([O-])(=O)C.[K+].B1(B2OC(C)(C)C(C)(C)O2)OC(C)(C)C(C)(C)O1.[OH-].[Na+].Cl[C:53]1[CH:58]=[C:57]([CH3:59])[N:56]=[CH:55][N:54]=1.Cl. (5) Given the product [Cl:35][C:31]1[CH:30]=[C:29]([C:26]2[N:25]=[C:24]([C@@H:8]([NH2:7])[CH2:9][C:10]3[N:14]([CH:15]4[CH2:17][CH2:16]4)[C:13]([C:18]4[CH:19]=[CH:20][N:21]=[CH:22][CH:23]=4)=[N:12][N:11]=3)[O:28][N:27]=2)[CH:34]=[CH:33][CH:32]=1, predict the reactants needed to synthesize it. The reactants are: C(OC(=O)[NH:7][C@H:8]([C:24]1[O:28][N:27]=[C:26]([C:29]2[CH:34]=[CH:33][CH:32]=[C:31]([Cl:35])[CH:30]=2)[N:25]=1)[CH2:9][C:10]1[N:14]([CH:15]2[CH2:17][CH2:16]2)[C:13]([C:18]2[CH:23]=[CH:22][N:21]=[CH:20][CH:19]=2)=[N:12][N:11]=1)(C)(C)C. (6) Given the product [NH2:1][C:4]1[CH:5]=[C:6]2[C:10](=[CH:11][CH:12]=1)[N:9]([CH2:13][CH2:14][CH2:15][CH2:16][CH3:17])[C:8](=[O:18])[C:7]12[CH2:20][CH2:19]1, predict the reactants needed to synthesize it. The reactants are: [N+:1]([C:4]1[CH:5]=[C:6]2[C:10](=[CH:11][CH:12]=1)[N:9]([CH2:13][CH2:14][CH2:15][CH2:16][CH3:17])[C:8](=[O:18])[C:7]12[CH2:20][CH2:19]1)([O-])=O.O. (7) Given the product [CH3:23][C@H:20]1[CH2:21][CH2:22][C@H:17]([C:15]([N:11]([CH:12]([CH3:14])[CH3:13])[C:4]2[CH:3]=[C:2]([C:24]3[CH:29]=[CH:28][C:27]([B:30]([OH:32])[OH:31])=[CH:26][CH:25]=3)[S:6][C:5]=2[C:7]([O:9][CH3:10])=[O:8])=[O:16])[CH2:18][CH2:19]1, predict the reactants needed to synthesize it. The reactants are: I[C:2]1[S:6][C:5]([C:7]([O:9][CH3:10])=[O:8])=[C:4]([N:11]([C:15]([C@H:17]2[CH2:22][CH2:21][C@H:20]([CH3:23])[CH2:19][CH2:18]2)=[O:16])[CH:12]([CH3:14])[CH3:13])[CH:3]=1.[C:24]1(B(O)O)[CH:29]=[CH:28][C:27]([B:30]([OH:32])[OH:31])=[CH:26][CH:25]=1.